Dataset: Reaction yield outcomes from USPTO patents with 853,638 reactions. Task: Predict the reaction yield, written as a fraction of the theoretical maximum amount of product (1.0 means a 100% yield; for example, 0.34 means a 34% yield). (1) The reactants are [CH:1]1([NH:6][C:7]2[S:11][CH:10]=[N:9][C:8]=2[C:12](O)=O)[CH2:5][CH2:4][CH2:3][CH2:2]1.C(N(C(C)C)CC)(C)C.[CH3:24][C:25]1[CH:26]=[C:27]([NH2:32])[C:28]([NH2:31])=[CH:29][CH:30]=1.CN(C(ON1N=NC2C=CC=CC1=2)=[N+](C)C)C.[B-](F)(F)(F)F. The catalyst is CN(C=O)C. The product is [CH:1]1([NH:6][C:7]2[S:11][CH:10]=[N:9][C:8]=2[C:12]2[NH:31][C:28]3[CH:29]=[CH:30][C:25]([CH3:24])=[CH:26][C:27]=3[N:32]=2)[CH2:5][CH2:4][CH2:3][CH2:2]1. The yield is 0.200. (2) The reactants are [CH3:1][C:2]1[CH:7]=[CH:6][C:5]([S:8]([NH:11][C:12]2[CH:13]=[CH:14][CH:15]=[C:16]3[C:21]=2[N:20]=[CH:19][CH:18]=[CH:17]3)(=[O:10])=[O:9])=[C:4]([N+:22]([O-])=O)[CH:3]=1.[Sn](Cl)Cl.Cl. No catalyst specified. The yield is 0.170. The product is [NH2:22][C:4]1[CH:3]=[C:2]([CH3:1])[CH:7]=[CH:6][C:5]=1[S:8]([NH:11][C:12]1[CH:13]=[CH:14][CH:15]=[C:16]2[C:21]=1[N:20]=[CH:19][CH:18]=[CH:17]2)(=[O:10])=[O:9]. (3) The reactants are [ClH:1].[Br:2][C:3]1[CH:28]=[CH:27][C:6]([CH2:7][CH:8]2[CH2:13][CH2:12][N:11]([CH2:14][CH2:15][C:16]3[CH:17]=[C:18]4[C:23](=[CH:24][CH:25]=3)[O:22][CH2:21][CH2:20][C:19]4=[O:26])[CH2:10][CH2:9]2)=[CH:5][C:4]=1[O:29][CH2:30][CH2:31][O:32][CH3:33]. The catalyst is CC(O)C. The product is [ClH:1].[Br:2][C:3]1[CH:28]=[CH:27][C:6]([CH2:7][CH:8]2[CH2:13][CH2:12][N:11]([CH2:14][CH2:15][C:16]3[CH:17]=[C:18]4[C:23](=[CH:24][CH:25]=3)[O:22][CH2:21][CH2:20][C:19]4=[O:26])[CH2:10][CH2:9]2)=[CH:5][C:4]=1[O:29][CH2:30][CH2:31][O:32][CH3:33]. The yield is 0.720. (4) The reactants are C([O:4][C:5]1[C:14](=[O:15])[C:13]2[C:8](=[C:9]([Br:16])[CH:10]=[CH:11][CH:12]=2)[N:7]([CH3:17])[CH:6]=1)(=O)C.[OH-].[K+]. The catalyst is CO. The product is [Br:16][C:9]1[CH:10]=[CH:11][CH:12]=[C:13]2[C:8]=1[N:7]([CH3:17])[CH:6]=[C:5]([OH:4])[C:14]2=[O:15]. The yield is 0.870. (5) The reactants are [Cl:1][C:2]1[CH:43]=[CH:42][C:5]([CH2:6][C:7]2[N:8]=[C:9]([C:25]3[C:26]([CH3:41])=[N:27][N:28]4[CH:33]=[CH:32][C:31]([CH:34](OCC)[O:35]CC)=[CH:30][C:29]=34)[S:10][C:11]=2[C:12]2[N:16]=[CH:15][N:14](COCC[Si](C)(C)C)[N:13]=2)=[CH:4][CH:3]=1.Cl.C(O)(=O)C.C([O-])(O)=O.[Na+]. The catalyst is O1CCOCC1.O. The product is [Cl:1][C:2]1[CH:3]=[CH:4][C:5]([CH2:6][C:7]2[N:8]=[C:9]([C:25]3[C:26]([CH3:41])=[N:27][N:28]4[CH:33]=[CH:32][C:31]([CH:34]=[O:35])=[CH:30][C:29]=34)[S:10][C:11]=2[C:12]2[NH:16][CH:15]=[N:14][N:13]=2)=[CH:42][CH:43]=1. The yield is 0.972. (6) The reactants are [CH2:1]([NH:3][C:4]([NH:6][C:7]1[NH:11][C:10]2[C:12]([C@H:27]3[CH2:31][CH2:30][CH2:29][O:28]3)=[C:13]([F:26])[C:14]([C:16]3[CH:17]=[N:18][C:19]([C:22]([OH:25])([CH3:24])[CH3:23])=[N:20][CH:21]=3)=[CH:15][C:9]=2[N:8]=1)=[O:5])[CH3:2].[CH3:32][C:33]([O:36][C:37](O[C:37]([O:36][C:33]([CH3:35])([CH3:34])[CH3:32])=[O:38])=[O:38])([CH3:35])[CH3:34].N. The catalyst is CN(C=O)C.CO. The product is [C:37]([N:3]([CH2:1][CH3:2])[C:4]([NH:6][C:7]1[NH:11][C:10]2[C:12]([C@H:27]3[CH2:31][CH2:30][CH2:29][O:28]3)=[C:13]([F:26])[C:14]([C:16]3[CH:17]=[N:18][C:19]([C:22]([OH:25])([CH3:24])[CH3:23])=[N:20][CH:21]=3)=[CH:15][C:9]=2[N:8]=1)=[O:5])([O:36][C:33]([CH3:35])([CH3:34])[CH3:32])=[O:38]. The yield is 0.943.